This data is from Hepatocyte clearance measurements from AstraZeneca. The task is: Regression/Classification. Given a drug SMILES string, predict its absorption, distribution, metabolism, or excretion properties. Task type varies by dataset: regression for continuous measurements (e.g., permeability, clearance, half-life) or binary classification for categorical outcomes (e.g., BBB penetration, CYP inhibition). For this dataset (clearance_hepatocyte_az), we predict log10(clearance) (log10 of the in vitro intrinsic clearance, CLint, in uL/min per 10^6 hepatocytes; values are censored to the assay range of 3 to 150, which is 0.477 to 2.18 on this log10 scale). (1) The compound is COc1ccc(CNC(=O)CSc2nc3cccnc3s2)cc1. The log10(clearance) is 2.18. (2) The drug is CCC(CC)NC(=O)c1cn(-c2ccccc2)nc1NS(=O)(=O)c1ccc(C)cc1. The log10(clearance) is 0.850. (3) The drug is O=C(Nc1cc(-c2ccnc(Nc3ccc(F)cc3)c2)ccn1)C1CCOCC1. The log10(clearance) is 1.17. (4) The molecule is CCOC(=O)C1=C(C)NC(C)=C(C(C)=O)[C@H]1c1cccc2c(=O)cc(C)oc12. The log10(clearance) is 1.66. (5) The molecule is CCCNCC(O)COc1ccccc1C(=O)CCc1ccccc1. The log10(clearance) is 1.58. (6) The molecule is COc1cccc2c1c(NS(=O)(=O)c1ccc(Cl)s1)nn2Cc1cccc(CNC(=O)C(C)(C)O)c1. The log10(clearance) is 1.60. (7) The molecule is Cc1ccc(-n2nc(C(C)(C)C)cc2NC(=O)Nc2ccc(OCCN3CCOCC3)c3ccccc23)cc1. The log10(clearance) is 1.84. (8) The compound is Cc1nnc2n1-c1ccc(Cl)cc1C(c1ccccc1)=NC2. The log10(clearance) is 0.600. (9) The drug is COC(=O)C1=C(C)NC(C)=C(C(=O)OC)C1c1ccccc1[N+](=O)[O-]. The log10(clearance) is 1.35. (10) The log10(clearance) is 1.26. The drug is Cc1ccc(S(=O)(=O)Nc2c(C(=O)N[C@@H](C)C(C)(C)C)c(C)nn2CC(F)(F)F)cc1.